This data is from Forward reaction prediction with 1.9M reactions from USPTO patents (1976-2016). The task is: Predict the product of the given reaction. Given the reactants [C:1]([C:3]1[C:4]([N:18]2[CH2:23][CH2:22][NH:21][CH2:20][CH2:19]2)=[N:5][C:6]([C:14]([F:17])([F:16])[F:15])=[C:7]([CH:13]=1)[C:8]([O:10][CH2:11][CH3:12])=[O:9])#[N:2].[N:24]([C:27]1[CH:28]=[C:29]([CH:32]=[CH:33][CH:34]=1)[C:30]#[N:31])=[C:25]=[O:26], predict the reaction product. The product is: [C:1]([C:3]1[C:4]([N:18]2[CH2:23][CH2:22][N:21]([C:25]([NH:24][C:27]3[CH:34]=[CH:33][CH:32]=[C:29]([C:30]#[N:31])[CH:28]=3)=[O:26])[CH2:20][CH2:19]2)=[N:5][C:6]([C:14]([F:15])([F:17])[F:16])=[C:7]([CH:13]=1)[C:8]([O:10][CH2:11][CH3:12])=[O:9])#[N:2].